The task is: Predict the reaction yield, written as a fraction of the theoretical maximum amount of product (1.0 means a 100% yield; for example, 0.34 means a 34% yield).. This data is from Reaction yield outcomes from USPTO patents with 853,638 reactions. The reactants are [CH3:1][CH:2]([CH3:34])[C@H:3]([NH:29][C:30](=[O:33])[O:31][CH3:32])[C:4](=[O:28])[N:5]1[CH2:9][CH2:8][CH2:7][C@H:6]1[C:10]1[NH:14][C:13]2[CH:15]=[CH:16][C:17](B3OC(C)(C)C(C)(C)O3)=[CH:18][C:12]=2[N:11]=1.Br[C:36]1[CH:41]=[CH:40][C:39]([Cl:42])=[CH:38][N:37]=1.C(=O)([O-])[O-].[Cs+].[Cs+].O1CCOCC1. The catalyst is CCOC(C)=O.C1C=CC([P]([Pd]([P](C2C=CC=CC=2)(C2C=CC=CC=2)C2C=CC=CC=2)([P](C2C=CC=CC=2)(C2C=CC=CC=2)C2C=CC=CC=2)[P](C2C=CC=CC=2)(C2C=CC=CC=2)C2C=CC=CC=2)(C2C=CC=CC=2)C2C=CC=CC=2)=CC=1.O. The product is [Cl:42][C:39]1[CH:40]=[CH:41][C:36]([C:17]2[CH:16]=[CH:15][C:13]3[NH:14][C:10]([C@@H:6]4[CH2:7][CH2:8][CH2:9][N:5]4[C:4](=[O:28])[C@@H:3]([NH:29][C:30](=[O:33])[O:31][CH3:32])[CH:2]([CH3:34])[CH3:1])=[N:11][C:12]=3[CH:18]=2)=[N:37][CH:38]=1. The yield is 0.880.